Dataset: Full USPTO retrosynthesis dataset with 1.9M reactions from patents (1976-2016). Task: Predict the reactants needed to synthesize the given product. (1) Given the product [CH2:23]([O:26][C:27]1[CH:32]=[CH:31][NH:30][C:29](=[S:10])[C:28]=1[CH3:34])[CH2:24][CH3:25], predict the reactants needed to synthesize it. The reactants are: COC1C=CC(P2(SP(C3C=CC(OC)=CC=3)(=S)S2)=[S:10])=CC=1.[CH2:23]([O:26][C:27]1[CH:32]=[CH:31][NH:30][C:29](=O)[C:28]=1[CH3:34])[CH2:24][CH3:25]. (2) Given the product [F:12][C:13]1[CH:14]=[C:15]([CH:18]=[C:19]([F:22])[C:20]=1[O:9][C:5]1[CH:6]=[N:7][CH:8]=[C:3]([C:2]([F:1])([F:10])[F:11])[CH:4]=1)[CH:16]=[O:17], predict the reactants needed to synthesize it. The reactants are: [F:1][C:2]([F:11])([F:10])[C:3]1[CH:4]=[C:5]([OH:9])[CH:6]=[N:7][CH:8]=1.[F:12][C:13]1[CH:14]=[C:15]([CH:18]=[C:19]([F:22])[C:20]=1F)[CH:16]=[O:17]. (3) Given the product [N:42]1([C:21]([C:16]2[CH:15]=[CH:14][C:13]3[C:18](=[CH:19][CH:20]=[C:11]([O:10][CH:7]4[CH2:8][CH2:9][N:4]([CH:1]([CH3:3])[CH3:2])[CH2:5][CH2:6]4)[CH:12]=3)[N:17]=2)=[O:23])[CH2:41][CH:39]=[CH:44][CH2:43]1, predict the reactants needed to synthesize it. The reactants are: [CH:1]([N:4]1[CH2:9][CH2:8][CH:7]([O:10][C:11]2[CH:12]=[C:13]3[C:18](=[CH:19][CH:20]=2)[N:17]=[C:16]([C:21]([OH:23])=O)[CH:15]=[CH:14]3)[CH2:6][CH2:5]1)([CH3:3])[CH3:2].Cl.C(N1C=CN=C1)(N1C=CN=C1)=O.CO[CH:39]1[CH2:44][CH2:43][NH:42][CH2:41]C1. (4) Given the product [F:33][C:27]1[CH:28]=[C:29]([F:32])[CH:30]=[CH:31][C:26]=1[NH:25][C:21]1[N:20]=[CH:19][N:18]=[C:17]2[C:22]=1[N:23]=[CH:24][N:16]2[C@H:6]1[C@H:5]([OH:4])[C@H:9]([OH:10])[C@@H:8]([C:14]#[CH:15])[O:7]1, predict the reactants needed to synthesize it. The reactants are: C([O:4][C@@H:5]1[C@H:9]([O:10]C(=O)C)[C@@H:8]([C:14]#[CH:15])[O:7][C@H:6]1[N:16]1[CH:24]=[N:23][C:22]2[C:17]1=[N:18][CH:19]=[N:20][C:21]=2[NH:25][C:26]1[CH:31]=[CH:30][C:29]([F:32])=[CH:28][C:27]=1[F:33])(=O)C.C(N)(C)(C)C. (5) Given the product [CH:17]1([NH:16][C:14](=[O:15])[C:13]2[CH:20]=[CH:21][C:22]([CH3:23])=[C:11]([C:7]3[N:6]=[C:5]4[NH:4][N:3]=[C:2]([NH:1][C:30]([C:27]5[CH:28]=[CH:29][C:24]([CH3:33])=[CH:25][CH:26]=5)=[O:31])[C:10]4=[CH:9][CH:8]=3)[CH:12]=2)[CH2:18][CH2:19]1, predict the reactants needed to synthesize it. The reactants are: [NH2:1][C:2]1[C:10]2[C:5](=[N:6][C:7]([C:11]3[CH:12]=[C:13]([CH:20]=[CH:21][C:22]=3[CH3:23])[C:14]([NH:16][CH:17]3[CH2:19][CH2:18]3)=[O:15])=[CH:8][CH:9]=2)[NH:4][N:3]=1.[C:24]1([CH3:33])[CH:29]=[CH:28][C:27]([C:30](Cl)=[O:31])=[CH:26][CH:25]=1. (6) Given the product [F:15][C:7]1([F:14])[C:8](=[O:13])[N:9]([CH2:10][C:11]#[CH:12])[C:4]2[CH:3]=[C:2]([N:1]3[C:19](=[O:20])[C:27]4[CH2:26][CH2:25][CH2:24][CH2:23][C:22]=4[C:21]3=[O:28])[C:17]([F:18])=[CH:16][C:5]=2[O:6]1, predict the reactants needed to synthesize it. The reactants are: [NH2:1][C:2]1[C:17]([F:18])=[CH:16][C:5]2[O:6][C:7]([F:15])([F:14])[C:8](=[O:13])[N:9]([CH2:10][C:11]#[CH:12])[C:4]=2[CH:3]=1.[C:19]1(=O)[C:27]2[CH2:26][CH2:25][CH2:24][CH2:23][C:22]=2[C:21](=[O:28])[O:20]1. (7) Given the product [CH2:1]([O:8][C:9]([CH:11]1[CH2:16][CH2:15][CH:14]([CH2:17][CH:18]=[C:21]([F:26])[F:25])[CH2:13][CH2:12]1)=[O:10])[C:2]1[CH:7]=[CH:6][CH:5]=[CH:4][CH:3]=1, predict the reactants needed to synthesize it. The reactants are: [CH2:1]([O:8][C:9]([CH:11]1[CH2:16][CH2:15][CH:14]([CH2:17][CH:18]=O)[CH2:13][CH2:12]1)=[O:10])[C:2]1[CH:7]=[CH:6][CH:5]=[CH:4][CH:3]=1.Cl[C:21]([F:26])([F:25])C([O-])=O.[Na+].C1(P(C2C=CC=CC=2)C2C=CC=CC=2)C=CC=CC=1.